This data is from Forward reaction prediction with 1.9M reactions from USPTO patents (1976-2016). The task is: Predict the product of the given reaction. (1) Given the reactants [CH2:1]([N:8]([CH2:12][C:13]1[CH:18]=[CH:17][CH:16]=[CH:15][CH:14]=1)[CH2:9][CH2:10]Cl)[C:2]1[CH:7]=[CH:6][CH:5]=[CH:4][CH:3]=1.Cl.[F:20][CH2:21][CH2:22][NH2:23].CCN(C(C)C)C(C)C, predict the reaction product. The product is: [CH2:1]([N:8]([CH2:12][C:13]1[CH:18]=[CH:17][CH:16]=[CH:15][CH:14]=1)[CH2:9][CH2:10][NH:23][CH2:22][CH2:21][F:20])[C:2]1[CH:7]=[CH:6][CH:5]=[CH:4][CH:3]=1. (2) Given the reactants [Cl:1][C:2]1[C:11]2[C:6](=[CH:7][CH:8]=[CH:9][C:10]=2[O:12][CH:13]2[CH2:18][CH2:17][N:16]([CH3:19])[CH2:15][CH2:14]2)[N:5]=[CH:4][N:3]=1.[C:20]([C:22]1[CH:23]=[C:24]([CH:26]=[CH:27][C:28]=1[O:29][CH2:30][C:31]1[CH:35]=[C:34]([CH3:36])[O:33][N:32]=1)[NH2:25])#[CH:21], predict the reaction product. The product is: [ClH:1].[C:20]([C:22]1[CH:23]=[C:24]([CH:26]=[CH:27][C:28]=1[O:29][CH2:30][C:31]1[CH:35]=[C:34]([CH3:36])[O:33][N:32]=1)[NH:25][C:2]1[C:11]2[C:6](=[CH:7][CH:8]=[CH:9][C:10]=2[O:12][CH:13]2[CH2:18][CH2:17][N:16]([CH3:19])[CH2:15][CH2:14]2)[N:5]=[CH:4][N:3]=1)#[CH:21]. (3) Given the reactants [CH3:1][O:2][C:3]1[C:8]2=[CH:9][CH:10]=[C:11]3[C:20]([N:19]=[C:18]4[C:13]([CH:14]=[CH:15][CH:16]=[C:17]4[C:21]([OH:23])=O)=[N:12]3)=[C:7]2[CH:6]=[CH:5][CH:4]=1.[NH2:24][CH2:25][CH2:26][N:27]1[CH2:32][CH2:31][CH2:30][CH2:29][CH2:28]1, predict the reaction product. The product is: [N:27]1([CH2:26][CH2:25][NH:24][C:21]([C:17]2[C:18]3[C:13](=[N:12][C:11]4[C:20]([N:19]=3)=[C:7]3[CH:6]=[CH:5][CH:4]=[C:3]([O:2][CH3:1])[C:8]3=[CH:9][CH:10]=4)[CH:14]=[CH:15][CH:16]=2)=[O:23])[CH2:32][CH2:31][CH2:30][CH2:29][CH2:28]1. (4) Given the reactants C([NH:8][C@@H:9]1[C@@H:13]([F:14])[CH2:12][N:11]([C:15]([O:17][C:18]([CH3:21])([CH3:20])[CH3:19])=[O:16])[CH2:10]1)C1C=CC=CC=1, predict the reaction product. The product is: [NH2:8][C@@H:9]1[C@@H:13]([F:14])[CH2:12][N:11]([C:15]([O:17][C:18]([CH3:21])([CH3:20])[CH3:19])=[O:16])[CH2:10]1. (5) Given the reactants [C:1]([OH:6])(=[O:5])[C:2]([OH:4])=[O:3].[Cl:7][C:8]1[CH:31]=[CH:30][C:11]([NH:12][C:13]2[C:22]3[C:17](=[CH:18][CH:19]=[CH:20][CH:21]=3)[C:16]([CH2:23][C:24]3[CH:29]=[CH:28][N:27]=[CH:26][CH:25]=3)=[N:15][N:14]=2)=[CH:10][CH:9]=1, predict the reaction product. The product is: [C:1]([OH:6])(=[O:5])[C:2]([OH:4])=[O:3].[Cl:7][C:8]1[CH:9]=[CH:10][C:11]([NH:12][C:13]2[C:22]3[C:17](=[CH:18][CH:19]=[CH:20][CH:21]=3)[C:16]([CH2:23][C:24]3[CH:29]=[CH:28][N:27]=[CH:26][CH:25]=3)=[N:15][N:14]=2)=[CH:30][CH:31]=1. (6) Given the reactants Cl[C:2]1[CH:7]=[C:6]([C:8]2[N:13]=[C:12]([C:14]3[CH:19]=[CH:18][CH:17]=[CH:16][CH:15]=3)[CH:11]=[C:10]([C:20]3[CH:25]=[CH:24][CH:23]=[CH:22][CH:21]=3)[N:9]=2)[N:5]=[C:4]([C:26]2[N:31]=[C:30]([C:32]3[CH:37]=[CH:36][CH:35]=[CH:34][CH:33]=3)[CH:29]=[C:28]([C:38]3[CH:43]=[CH:42][CH:41]=[CH:40][CH:39]=3)[N:27]=2)[CH:3]=1.[C:44]1(B(O)O)[C:57]2[C:58]3=[C:59]4[C:54](=[CH:55][CH:56]=2)[CH:53]=[CH:52][CH:51]=[C:50]4[CH:49]=[CH:48][C:47]3=[CH:46][CH:45]=1.P([O-])([O-])([O-])=O.[K+].[K+].[K+].C1(P(C2CCCCC2)C2C=CC=CC=2C2C(OC)=CC=CC=2OC)CCCCC1, predict the reaction product. The product is: [C:51]1([C:2]2[CH:3]=[C:4]([C:26]3[N:31]=[C:30]([C:32]4[CH:33]=[CH:34][CH:35]=[CH:36][CH:37]=4)[CH:29]=[C:28]([C:38]4[CH:39]=[CH:40][CH:41]=[CH:42][CH:43]=4)[N:27]=3)[N:5]=[C:6]([C:8]3[N:13]=[C:12]([C:14]4[CH:15]=[CH:16][CH:17]=[CH:18][CH:19]=4)[CH:11]=[C:10]([C:20]4[CH:21]=[CH:22][CH:23]=[CH:24][CH:25]=4)[N:9]=3)[CH:7]=2)[C:50]2[C:59]3=[C:58]4[C:47](=[CH:48][CH:49]=2)[CH:46]=[CH:45][CH:44]=[C:57]4[CH:56]=[CH:55][C:54]3=[CH:53][CH:52]=1.